This data is from Catalyst prediction with 721,799 reactions and 888 catalyst types from USPTO. The task is: Predict which catalyst facilitates the given reaction. (1) Reactant: [CH3:1][CH:2]1[CH:27]2[O:28][C:26]2([CH3:29])[CH:25]([O:30]C(CC(C)C)=O)[CH2:24][C:22](=[O:23])[N:21]([CH3:37])[C:14]2=[C:15]([Cl:20])[C:16]([O:18][CH3:19])=[CH:17][C:12](=[CH:13]2)[CH2:11][C:10]([CH3:38])=[CH:9][CH:8]=[CH:7][CH:6]([O:39][CH3:40])[C:5]2([OH:45])[NH:41][C:42]([O:44][CH:3]1[CH2:4]2)=[O:43].C(O)=O.O1CCCC1.C(OCC)(=O)C. The catalyst class is: 6. Product: [CH3:1][CH:2]1[CH:27]2[O:28][C:26]2([CH3:29])[CH:25]([OH:30])[CH2:24][C:22](=[O:23])[N:21]([CH3:37])[C:14]2=[C:15]([Cl:20])[C:16]([O:18][CH3:19])=[CH:17][C:12](=[CH:13]2)[CH2:11][C:10]([CH3:38])=[CH:9][CH:8]=[CH:7][CH:6]([O:39][CH3:40])[C:5]2([OH:45])[NH:41][C:42]([O:44][CH:3]1[CH2:4]2)=[O:43]. (2) Reactant: C1(C)C=CC(S([CH:10](O)[C@H:11]2[O:15][C@@H:14]([N:16]3[C:25]4[N:24]=[CH:23][N:22]=[C:20]([NH2:21])[C:19]=4[N:18]=[CH:17]3)[CH2:13][C@@H:12]2[OH:26])(=O)=O)=CC=1.C1(C)C(S(C(O)[C@H]2O[C@@H](N3C4N=CN=C(N)C=4N=C3)C[C@@H]2O)(=O)=O)=CC=CC=1.[N-:57]=[N+:58]=[N-:59].[Na+].C(Cl)Cl. Product: [N:57]([CH2:10][C@H:11]1[O:15][C@@H:14]([N:16]2[C:25]3[N:24]=[CH:23][N:22]=[C:20]([NH2:21])[C:19]=3[N:18]=[CH:17]2)[CH2:13][C@@H:12]1[OH:26])=[N+:58]=[N-:59]. The catalyst class is: 3. (3) Product: [F:19][C:3]1[CH:4]=[C:5]([NH:12][C:13]2[NH:17][N:16]=[C:15]([NH2:18])[N:14]=2)[CH:6]=[C:7]([C:8]([F:11])([F:10])[F:9])[C:2]=1[C:24]1[CH:25]=[N:26][C:21]([F:20])=[CH:22][CH:23]=1. The catalyst class is: 104. Reactant: Br[C:2]1[C:7]([C:8]([F:11])([F:10])[F:9])=[CH:6][C:5]([NH:12][C:13]2[NH:17][N:16]=[C:15]([NH2:18])[N:14]=2)=[CH:4][C:3]=1[F:19].[F:20][C:21]1[N:26]=[CH:25][C:24](B(O)O)=[CH:23][CH:22]=1.[OH-].[Na+]. (4) Reactant: [CH3:1][O:2][C:3]1[C:8]2[N:9]=[C:10]([NH2:12])[S:11][C:7]=2[C:6]([NH:13][CH3:14])=[CH:5][CH:4]=1.C(=O)([O-])[O-].[K+].[K+].[CH2:21](Br)[C:22]1[CH:27]=[CH:26][CH:25]=[CH:24][CH:23]=1.Cl.[CH3:30][C:31]1[CH:32]=[C:33]([CH:37]=[CH:38][N:39]=1)[C:34](O)=[O:35].CN(C(ON1N=NC2C=CC=NC1=2)=[N+](C)C)C.F[P-](F)(F)(F)(F)F.C(N(C(C)C)C(C)C)C. Product: [CH2:21]([N:13]([CH3:14])[C:6]1[C:7]2[S:11][C:10]([NH:12][C:34](=[O:35])[C:33]3[CH:37]=[CH:38][N:39]=[C:31]([CH3:30])[CH:32]=3)=[N:9][C:8]=2[C:3]([O:2][CH3:1])=[CH:4][CH:5]=1)[C:22]1[CH:27]=[CH:26][CH:25]=[CH:24][CH:23]=1. The catalyst class is: 198.